From a dataset of Catalyst prediction with 721,799 reactions and 888 catalyst types from USPTO. Predict which catalyst facilitates the given reaction. (1) Reactant: [Br:1][C:2]1[C:7]([O:8][C:9]2[N:14]=[CH:13][C:12]([NH2:15])=[CH:11][CH:10]=2)=[CH:6][CH:5]=[CH:4][N:3]=1.[NH:16]1[C:24]2[C:19](=[CH:20][CH:21]=[CH:22][CH:23]=2)[C:18]([C:25](O)=[O:26])=[CH:17]1.C1CCC(N=C=NC2CCCCC2)CC1. Product: [Br:1][C:2]1[C:7]([O:8][C:9]2[N:14]=[CH:13][C:12]([NH:15][C:25]([C:18]3[C:19]4[C:24](=[CH:23][CH:22]=[CH:21][CH:20]=4)[NH:16][CH:17]=3)=[O:26])=[CH:11][CH:10]=2)=[CH:6][CH:5]=[CH:4][N:3]=1. The catalyst class is: 3. (2) Product: [Cl:41][C:38]1[S:37][C:36]([C:22]2[CH:21]=[CH:20][C:19]3[C:15]4[CH:14]=[CH:13][C:12]([S:9]([NH:8][C@@H:4]([CH:5]([CH3:6])[CH3:7])[C:3]([O:2][CH3:1])=[O:34])(=[O:11])=[O:10])=[CH:33][C:16]=4[S:17][C:18]=3[CH:23]=2)=[CH:40][CH:39]=1. Reactant: [CH3:1][O:2][C:3](=[O:34])[C@@H:4]([NH:8][S:9]([C:12]1[CH:13]=[CH:14][C:15]2[C:19]3[CH:20]=[CH:21][C:22](B4OC(C)(C)C(C)(C)O4)=[CH:23][C:18]=3[S:17][C:16]=2[CH:33]=1)(=[O:11])=[O:10])[CH:5]([CH3:7])[CH3:6].Br[C:36]1[S:37][C:38]([Cl:41])=[CH:39][CH:40]=1.C([O-])([O-])=O.[K+].[K+]. The catalyst class is: 149. (3) Reactant: [NH2:1][C:2]1[S:3][C:4]([CH2:11][CH3:12])=[CH:5][C:6]=1[C:7]([O:9]C)=O.Cl[C:14](Cl)([O:16]C(=O)OC(Cl)(Cl)Cl)Cl.C(N(CC)CC)C.Cl.[CH3:33][O:34][C:35](=[O:39])[CH:36]([CH3:38])[NH2:37]. Product: [CH2:11]([C:4]1[S:3][C:2]2[NH:1][C:14](=[O:16])[N:37]([CH:36]([CH3:38])[C:35]([O:34][CH3:33])=[O:39])[C:7](=[O:9])[C:6]=2[CH:5]=1)[CH3:12]. The catalyst class is: 2. (4) Reactant: [C:1]([C:5]1[S:9][C:8]([NH:10]C(=O)OC(C)(C)C)=[C:7]([C:18]([N:20]2[CH2:25][CH2:24][N:23]([CH3:26])[C:22](=[O:27])[C:21]2([CH3:29])[CH3:28])=[O:19])[CH:6]=1)([CH3:4])([CH3:3])[CH3:2]. Product: [NH2:10][C:8]1[S:9][C:5]([C:1]([CH3:4])([CH3:3])[CH3:2])=[CH:6][C:7]=1[C:18]([N:20]1[CH2:25][CH2:24][N:23]([CH3:26])[C:22](=[O:27])[C:21]1([CH3:28])[CH3:29])=[O:19]. The catalyst class is: 157. (5) Reactant: [CH2:1]([C:3]1[CH:8]=[C:7]([OH:9])[C:6]([F:10])=[CH:5][C:4]=1[C:11]1[N:16]=[C:15]([NH:17][CH2:18][C:19]2[CH:24]=[CH:23][C:22]([O:25]C)=[CH:21][C:20]=2[N:27]([CH3:32])[S:28]([CH3:31])(=[O:30])=[O:29])[C:14]2[C:33]([C:36]([NH:38][CH3:39])=[O:37])=[N:34][NH:35][C:13]=2[CH:12]=1)[CH3:2].B(Br)(Br)Br. Product: [CH2:1]([C:3]1[CH:8]=[C:7]([OH:9])[C:6]([F:10])=[CH:5][C:4]=1[C:11]1[N:16]=[C:15]([NH:17][CH2:18][C:19]2[CH:24]=[CH:23][C:22]([OH:25])=[CH:21][C:20]=2[N:27]([CH3:32])[S:28]([CH3:31])(=[O:30])=[O:29])[C:14]2[C:33]([C:36]([NH:38][CH3:39])=[O:37])=[N:34][NH:35][C:13]=2[CH:12]=1)[CH3:2]. The catalyst class is: 2.